This data is from Full USPTO retrosynthesis dataset with 1.9M reactions from patents (1976-2016). The task is: Predict the reactants needed to synthesize the given product. (1) Given the product [CH3:10][O:9][C:4]1[CH:3]=[C:2]([C:40]2[CH:41]=[N:42][NH:43][CH:44]=2)[CH:8]=[CH:7][C:5]=1[NH:6][C:29]([C@H:20]1[C@H:21]([C:23]2[CH:24]=[CH:25][CH:26]=[CH:27][CH:28]=2)[CH2:22][NH:18][CH2:19]1)=[O:31], predict the reactants needed to synthesize it. The reactants are: Br[C:2]1[CH:8]=[CH:7][C:5]([NH2:6])=[C:4]([O:9][CH3:10])[CH:3]=1.C([N:18]1[CH2:22][C@@H:21]([C:23]2[CH:28]=[CH:27][CH:26]=[CH:25][CH:24]=2)[C@H:20]([C:29]([OH:31])=O)[CH2:19]1)(OC(C)(C)C)=O.CC1(C)C(C)(C)OB([C:40]2[CH:41]=[N:42][NH:43][CH:44]=2)O1. (2) Given the product [OH:34][C:32]([CH3:35])([CH3:33])[CH2:31][N:28]1[CH:29]=[CH:30][C:26]([NH:25][C:13](=[O:15])[CH:12]([N:8]2[C:9](=[O:11])[CH:10]=[C:5]([O:4][C:3]3[C:2]([F:1])=[CH:23][CH:22]=[CH:21][C:20]=3[F:24])[CH:6]=[N:7]2)[CH2:16][CH:17]([CH3:19])[CH3:18])=[N:27]1, predict the reactants needed to synthesize it. The reactants are: [F:1][C:2]1[CH:23]=[CH:22][CH:21]=[C:20]([F:24])[C:3]=1[O:4][C:5]1[CH:6]=[N:7][N:8]([CH:12]([CH2:16][CH:17]([CH3:19])[CH3:18])[C:13]([OH:15])=O)[C:9](=[O:11])[CH:10]=1.[NH2:25][C:26]1[CH:30]=[CH:29][N:28]([CH2:31][C:32]([CH3:35])([OH:34])[CH3:33])[N:27]=1. (3) Given the product [OH:11][C:3]1[CH:8]([CH3:9])[O:7][C:5](=[O:6])[C:4]=1[CH3:10], predict the reactants needed to synthesize it. The reactants are: BrC(C)[C:3](=[O:11])[CH:4]([CH3:10])[C:5]([O:7][CH2:8][CH3:9])=[O:6].[OH-].[K+]. (4) Given the product [CH3:54][N:53]1[CH:47]2[CH2:48][CH2:49][CH2:50][CH:51]1[CH2:52][CH:45]([NH:44][C:16]([C:12]1[CH:13]=[CH:14][CH:15]=[C:9]3[O:8][C:7]([C:6]4[C:2]([CH3:1])=[N:3][O:4][C:5]=4[CH3:19])=[N:11][C:10]=13)=[O:18])[CH2:46]2, predict the reactants needed to synthesize it. The reactants are: [CH3:1][C:2]1[C:6]([C:7]2[O:8][C:9]3[C:10](=[C:12]([C:16]([OH:18])=O)[CH:13]=[CH:14][CH:15]=3)[N:11]=2)=[C:5]([CH3:19])[O:4][N:3]=1.Cl.C(N=C=NCCCN(C)C)C.ON1C2C=CC=CC=2N=N1.Cl.Cl.[NH2:44][CH:45]1[CH2:52][CH:51]2[N:53]([CH3:54])[CH:47]([CH2:48][CH2:49][CH2:50]2)[CH2:46]1.C(N(CC)CC)C. (5) Given the product [F:21][C:15]1[CH:16]=[CH:17][C:18]([F:20])=[CH:19][C:14]=1[C:10]1[NH:11][C:12]2[O:13][C:22](=[O:26])[CH:23]([CH2:24][CH3:25])[CH:1]([C:2]3[CH:3]=[CH:4][CH:5]=[CH:6][CH:7]=3)[C:8]=2[N:9]=1, predict the reactants needed to synthesize it. The reactants are: [CH:1](=[C:8]1/[N:9]=[C:10]([C:14]2[CH:19]=[C:18]([F:20])[CH:17]=[CH:16][C:15]=2[F:21])[NH:11][C:12]/1=[O:13])/[C:2]1[CH:7]=[CH:6][CH:5]=[CH:4][CH:3]=1.[CH:22](=[O:26])/[CH:23]=[CH:24]/[CH3:25].